From a dataset of Catalyst prediction with 721,799 reactions and 888 catalyst types from USPTO. Predict which catalyst facilitates the given reaction. Reactant: [C:1]([NH:5][C:6]([C:8]1[C:12]2=[N:13][C:14]([C:17]3[C:25]4[C:20](=[CH:21][CH:22]=[C:23]([O:26][CH:27]([F:29])[F:28])[CH:24]=4)[N:19]([CH2:30][CH2:31][CH:32]([OH:34])[CH3:33])[N:18]=3)=[CH:15][N:16]=[C:11]2[N:10](C(C2C=CC=CC=2)(C2C=CC=CC=2)C2C=CC=CC=2)[CH:9]=1)=[O:7])([CH3:4])([CH3:3])[CH3:2].FC(F)(F)C(O)=O. Product: [C:1]([NH:5][C:6]([C:8]1[C:12]2=[N:13][C:14]([C:17]3[C:25]4[C:20](=[CH:21][CH:22]=[C:23]([O:26][CH:27]([F:28])[F:29])[CH:24]=4)[N:19]([CH2:30][CH2:31][CH:32]([OH:34])[CH3:33])[N:18]=3)=[CH:15][N:16]=[C:11]2[NH:10][CH:9]=1)=[O:7])([CH3:4])([CH3:3])[CH3:2]. The catalyst class is: 4.